The task is: Predict the reactants needed to synthesize the given product.. This data is from Full USPTO retrosynthesis dataset with 1.9M reactions from patents (1976-2016). (1) Given the product [N:38]1([C:41]2[C:46]([NH:47][C:55]3[C:64]4[C:59](=[CH:60][C:61]([F:66])=[CH:62][C:63]=4[F:65])[N:58]=[C:57]([C:67]4[CH:72]=[C:71]([CH3:73])[CH:70]=[CH:69][N:68]=4)[C:56]=3[CH3:74])=[CH:45][C:44]([N:48]3[CH2:49][CH2:50][O:51][CH2:52][CH2:53]3)=[CH:43][N:42]=2)[CH2:39][CH2:40][O:35][CH2:36][CH2:37]1, predict the reactants needed to synthesize it. The reactants are: C1(P(C2CCCCC2)C2C=CC=CC=2C2C(C(C)C)=CC(C(C)C)=CC=2C(C)C)CCCCC1.[O:35]1[CH2:40][CH2:39][N:38]([C:41]2[C:46]([NH2:47])=[CH:45][C:44]([N:48]3[CH2:53][CH2:52][O:51][CH2:50][CH2:49]3)=[CH:43][N:42]=2)[CH2:37][CH2:36]1.Cl[C:55]1[C:64]2[C:59](=[CH:60][C:61]([F:66])=[CH:62][C:63]=2[F:65])[N:58]=[C:57]([C:67]2[CH:72]=[C:71]([CH3:73])[CH:70]=[CH:69][N:68]=2)[C:56]=1[CH3:74].CC(C)([O-])C.[Na+]. (2) Given the product [F:1][C:2]1[C:3]([NH:28][C@H:29]2[CH2:34][CH2:33][CH2:32][C@@H:31]([NH2:35])[CH2:30]2)=[N:4][C:5]([C:8]2[C:16]3[C:11](=[N:12][CH:13]=[C:14]([F:17])[CH:15]=3)[N:10]([S:18]([C:21]3[CH:22]=[CH:23][C:24]([CH3:27])=[CH:25][CH:26]=3)(=[O:19])=[O:20])[CH:9]=2)=[N:6][CH:7]=1, predict the reactants needed to synthesize it. The reactants are: [F:1][C:2]1[C:3]([NH:28][C@H:29]2[CH2:34][CH2:33][CH2:32][C@@H:31]([NH:35]C(=O)OC(C)(C)C)[CH2:30]2)=[N:4][C:5]([C:8]2[C:16]3[C:11](=[N:12][CH:13]=[C:14]([F:17])[CH:15]=3)[N:10]([S:18]([C:21]3[CH:26]=[CH:25][C:24]([CH3:27])=[CH:23][CH:22]=3)(=[O:20])=[O:19])[CH:9]=2)=[N:6][CH:7]=1.FC(F)(F)C(O)=O. (3) The reactants are: Cl[C:2]1[C:7]([C:8]([O:10][CH2:11][CH3:12])=[O:9])=[CH:6][N:5]=[C:4]([C:13]2[CH:18]=[CH:17][CH:16]=[CH:15][CH:14]=2)[N:3]=1.[C:19]([O:23][C:24]([NH:26][C@H:27]1[CH2:32][CH2:31][C@H:30]([NH2:33])[CH2:29][CH2:28]1)=[O:25])([CH3:22])([CH3:21])[CH3:20].CN(C1C=CC=CN=1)C. Given the product [C:19]([O:23][C:24]([NH:26][C@H:27]1[CH2:28][CH2:29][C@H:30]([NH:33][C:2]2[C:7]([C:8]([O:10][CH2:11][CH3:12])=[O:9])=[CH:6][N:5]=[C:4]([C:13]3[CH:18]=[CH:17][CH:16]=[CH:15][CH:14]=3)[N:3]=2)[CH2:31][CH2:32]1)=[O:25])([CH3:22])([CH3:20])[CH3:21], predict the reactants needed to synthesize it. (4) Given the product [F:15][C:16]([F:18])([F:17])[C:7]1[C:5](=[O:6])[NH:4][C:2](=[O:3])[NH:1][CH:8]=1, predict the reactants needed to synthesize it. The reactants are: [NH:1]1[CH:8]=[CH:7][C:5](=[O:6])[NH:4][C:2]1=[O:3].F[B-](F)(F)F.[H+].[F:15][C:16](I)([F:18])[F:17].OO. (5) Given the product [CH2:1]([O:3][C:4](=[O:27])[C:5]([CH3:7])([C:8]1[CH:13]=[CH:12][C:11]([C:14]2[CH:19]=[CH:18][C:17]([C:20]3[O:24][N:23]=[C:22]([CH3:25])[C:21]=3[NH:26][C:29]3[CH:34]=[CH:33][CH:32]=[C:31]([C:35]4[CH:36]=[CH:37][CH:38]=[CH:39][CH:40]=4)[N:30]=3)=[CH:16][CH:15]=2)=[CH:10][CH:9]=1)[CH3:6])[CH3:2], predict the reactants needed to synthesize it. The reactants are: [CH2:1]([O:3][C:4](=[O:27])[C:5]([C:8]1[CH:13]=[CH:12][C:11]([C:14]2[CH:19]=[CH:18][C:17]([C:20]3[O:24][N:23]=[C:22]([CH3:25])[C:21]=3[NH2:26])=[CH:16][CH:15]=2)=[CH:10][CH:9]=1)([CH3:7])[CH3:6])[CH3:2].Br[C:29]1[CH:34]=[CH:33][CH:32]=[C:31]([C:35]2[CH:40]=[CH:39][CH:38]=[CH:37][CH:36]=2)[N:30]=1.